From a dataset of Forward reaction prediction with 1.9M reactions from USPTO patents (1976-2016). Predict the product of the given reaction. (1) Given the reactants [F:1][C:2]1[N:7]=[C:6]([NH2:8])[CH:5]=[CH:4][CH:3]=1.[F:9][C:10]1[CH:17]=[C:16]([OH:18])[CH:15]=[C:14]([F:19])[C:11]=1[CH:12]=O.[N+:20]([C:22]1[CH:31]=[CH:30][C:25]2[O:26][CH2:27][CH2:28][O:29][C:24]=2[CH:23]=1)#[C-:21], predict the reaction product. The product is: [O:26]1[CH2:27][CH2:28][O:29][C:24]2[CH:23]=[C:22]([NH:20][C:21]3[N:7]4[C:2]([F:1])=[CH:3][CH:4]=[CH:5][C:6]4=[N:8][C:12]=3[C:11]3[C:10]([F:9])=[CH:17][C:16]([OH:18])=[CH:15][C:14]=3[F:19])[CH:31]=[CH:30][C:25]1=2. (2) The product is: [CH:1]([S:9]([O-:12])(=[O:10])=[O:11])=[CH:2][C:3]1[CH:8]=[CH:7][CH:6]=[CH:5][CH:4]=1.[F:14][C:15]([F:37])=[C:16]([F:36])[C:17]([F:34])([F:35])[C:18]([F:32])([F:33])[C:19]([F:30])([F:31])[C:20]([F:29])([F:28])[C:21]([F:27])([F:26])[C:22]([F:25])([F:24])[F:23]. Given the reactants [CH:1]([S:9]([O-:12])(=[O:11])=[O:10])=[CH:2][C:3]1[CH:8]=[CH:7][CH:6]=[CH:5][CH:4]=1.[Na+].[F:14][C:15]([F:37])=[C:16]([F:36])[C:17]([F:35])([F:34])[C:18]([F:33])([F:32])[C:19]([F:31])([F:30])[C:20]([F:29])([F:28])[C:21]([F:27])([F:26])[C:22]([F:25])([F:24])[F:23].N(C(C)(C)C#N)=NC(C)(C)C#N, predict the reaction product. (3) The product is: [CH2:1]([O:8][C:9](=[O:16])[NH:10][CH:11]1[CH2:14][C:13]([OH:29])([CH2:15][OH:23])[CH2:12]1)[C:2]1[CH:7]=[CH:6][CH:5]=[CH:4][CH:3]=1. Given the reactants [CH2:1]([O:8][C:9](=[O:16])[NH:10][CH:11]1[CH2:14][C:13](=[CH2:15])[CH2:12]1)[C:2]1[CH:7]=[CH:6][CH:5]=[CH:4][CH:3]=1.[O-]S([O-])=O.[Na+].[Na+].[OH2:23].C(O)(C)(C)C.[OH2:29], predict the reaction product. (4) Given the reactants [F:1][C:2]1[CH:3]=[C:4]([CH2:9][C:10]([OH:12])=O)[CH:5]=[C:6]([F:8])[CH:7]=1.Cl.[NH2:14][CH:15]([C:17]1[S:18][CH2:19][C@H:20]([C:22]([O:24][CH2:25][CH3:26])=[O:23])[N:21]=1)[CH3:16], predict the reaction product. The product is: [F:8][C:6]1[CH:5]=[C:4]([CH2:9][C:10]([NH:14][CH:15]([C:17]2[S:18][CH2:19][C@H:20]([C:22]([O:24][CH2:25][CH3:26])=[O:23])[N:21]=2)[CH3:16])=[O:12])[CH:3]=[C:2]([F:1])[CH:7]=1. (5) The product is: [Br:1][C:2]1[CH:3]=[C:4]2[C:9](=[CH:10][CH:11]=1)[O:8][CH:7]([C:12]1[CH:17]=[CH:16][CH:15]=[CH:14][CH:13]=1)[CH2:6][C:5]2([CH:20]=[CH2:21])[OH:18]. Given the reactants [Br:1][C:2]1[CH:3]=[C:4]2[C:9](=[CH:10][CH:11]=1)[O:8][CH:7]([C:12]1[CH:17]=[CH:16][CH:15]=[CH:14][CH:13]=1)[CH2:6][C:5]2=[O:18].[Br-].[CH2:20]1COC[CH2:21]1, predict the reaction product.